This data is from Forward reaction prediction with 1.9M reactions from USPTO patents (1976-2016). The task is: Predict the product of the given reaction. (1) Given the reactants [F:1][CH:2]([F:30])[N:3]1[N:19]=[CH:18][C:17]2[NH:16][C:15](=[O:20])[CH2:14][CH2:13][CH2:12][CH2:11][C@H:10]([NH:21]C(=O)OC(C)(C)C)[C:9]3[CH:29]=[C:5]([CH:6]=[CH:7][N:8]=3)[C:4]1=2.O1CCOCC1.[ClH:37], predict the reaction product. The product is: [ClH:37].[ClH:37].[NH2:21][C@@H:10]1[C:9]2[CH:29]=[C:5]([CH:6]=[CH:7][N:8]=2)[C:4]2[N:3]([CH:2]([F:1])[F:30])[N:19]=[CH:18][C:17]=2[NH:16][C:15](=[O:20])[CH2:14][CH2:13][CH2:12][CH2:11]1. (2) Given the reactants Br[CH:2]=[C:3]1[O:7][C:6](=[O:8])[CH:5]=[CH:4]1.[F:9][C:10]([F:21])([F:20])[C:11]1[CH:12]=[C:13](B(O)O)[CH:14]=[CH:15][CH:16]=1.[F-].[Cs+], predict the reaction product. The product is: [F:9][C:10]([F:21])([F:20])[C:11]1[CH:16]=[C:15]([CH:14]=[CH:13][CH:12]=1)/[CH:2]=[C:3]1/[CH:4]=[CH:5][C:6](=[O:8])[O:7]/1. (3) Given the reactants [I:1][C:2]1[CH:3]=[CH:4][C:5]2[N:6]([CH:8]=[C:9]([C:11]3[CH:18]=[CH:17][C:14]([C:15]#N)=[CH:13][CH:12]=3)[N:10]=2)[CH:7]=1.[H-].C([Al+]CC(C)C)C(C)C.[Cl-].[NH4+].S([O-])([O-])(=O)=[O:32].[Mg+2], predict the reaction product. The product is: [I:1][C:2]1[CH:3]=[CH:4][C:5]2[N:6]([CH:8]=[C:9]([C:11]3[CH:18]=[CH:17][C:14]([CH:15]=[O:32])=[CH:13][CH:12]=3)[N:10]=2)[CH:7]=1.